Task: Predict the product of the given reaction.. Dataset: Forward reaction prediction with 1.9M reactions from USPTO patents (1976-2016) (1) Given the reactants C([N:8]1[CH2:13][CH2:12][CH:11]([CH3:14])[CH:10]([N:15]([CH3:25])[C:16]2[C:17]3[CH:24]=[CH:23][NH:22][C:18]=3[N:19]=[CH:20][N:21]=2)[CH2:9]1)C1C=CC=CC=1.Cl, predict the reaction product. The product is: [CH3:25][N:15]([CH:10]1[CH:11]([CH3:14])[CH2:12][CH2:13][NH:8][CH2:9]1)[C:16]1[C:17]2[CH:24]=[CH:23][NH:22][C:18]=2[N:19]=[CH:20][N:21]=1. (2) Given the reactants [F:1][C:2]1[C:7]([F:8])=[C:6]([CH2:9][CH2:10][CH2:11][CH2:12][C@H:13]2[CH2:18][CH2:17][C@H:16]([C@H:19]3[CH2:24][CH2:23][C@H:22]([CH2:25][CH2:26][CH3:27])[CH2:21][CH2:20]3)[CH2:15][CH2:14]2)[CH:5]=[CH:4][CH:3]=1.C([Li])(CC)C.[I:33]I.S([O-])([O-])(=O)=S.[Na+].[Na+], predict the reaction product. The product is: [F:1][C:2]1[C:7]([F:8])=[C:6]([CH2:9][CH2:10][CH2:11][CH2:12][C@H:13]2[CH2:18][CH2:17][C@H:16]([C@H:19]3[CH2:20][CH2:21][C@H:22]([CH2:25][CH2:26][CH3:27])[CH2:23][CH2:24]3)[CH2:15][CH2:14]2)[CH:5]=[CH:4][C:3]=1[I:33]. (3) Given the reactants [CH:1]([C:4]1[CH:5]=[C:6]([CH:24]=[CH:25][C:26]=1[O:27]C)[CH2:7][C:8]1[C:21]([CH3:22])=[CH:20][C:11]([NH:12][C:13](=[O:19])[C:14]([O:16]CC)=[O:15])=[CH:10][C:9]=1[CH3:23])([CH3:3])[CH3:2].B(Br)(Br)Br, predict the reaction product. The product is: [OH:27][C:26]1[CH:25]=[CH:24][C:6]([CH2:7][C:8]2[C:9]([CH3:23])=[CH:10][C:11]([NH:12][C:13](=[O:19])[C:14]([OH:16])=[O:15])=[CH:20][C:21]=2[CH3:22])=[CH:5][C:4]=1[CH:1]([CH3:3])[CH3:2].